This data is from Blood-brain barrier permeability classification from the B3DB database. The task is: Regression/Classification. Given a drug SMILES string, predict its absorption, distribution, metabolism, or excretion properties. Task type varies by dataset: regression for continuous measurements (e.g., permeability, clearance, half-life) or binary classification for categorical outcomes (e.g., BBB penetration, CYP inhibition). Dataset: b3db_classification. (1) The molecule is COC(=O)C[C@@H](C1=C(O)C(=O)C([C@@H](CC(=O)OC)c2ccsc2)=C(O)C1=O)c1ccsc1. The result is 0 (does not penetrate BBB). (2) The drug is O=Cc1cc(=O)c2c(OCC(O)COc3cccc4oc(C(=O)O)cc(=O)c34)cccc2o1. The result is 0 (does not penetrate BBB). (3) The compound is COC1C(OC(C)=O)CC(=O)OC(C)CC=CC=CC(O)C(C)CC(CC=O)C1OC1OC(C)C(OC2CC(C)(OC(=O)CC(C)C)C(O)C(C)O2)C(N(C)C)C1O. The result is 0 (does not penetrate BBB). (4) The molecule is Cc1ccc2c(c1)C(N1CCN(C)CC1)=Nc1ccccc1S2. The result is 1 (penetrates BBB). (5) The compound is CS(=O)(=O)c1ccc([C@H](O)[C@@H](CF)NC(=O)C(Cl)Cl)cc1. The result is 1 (penetrates BBB). (6) The drug is O=C1NC(=O)C(c2ccccc2)(c2ccccc2)N1. The result is 1 (penetrates BBB).